Dataset: Full USPTO retrosynthesis dataset with 1.9M reactions from patents (1976-2016). Task: Predict the reactants needed to synthesize the given product. (1) Given the product [S:14]([C:9]1[CH:8]=[CH:13][C:12]([CH3:5])=[CH:11][CH:10]=1)([OH:17])(=[O:15])=[O:16].[NH2:3][NH:4][C:5]([NH2:7])=[O:6], predict the reactants needed to synthesize it. The reactants are: N.Cl.[NH2:3][NH:4][C:5]([NH2:7])=[O:6].[C:8]1(C)[C:9]([S:14]([OH:17])(=[O:16])=[O:15])=[CH:10][CH:11]=[CH:12][CH:13]=1. (2) Given the product [CH2:28]([NH:32][C:23]([C:8]1[C:9]([OH:22])=[C:10]([C:13]([NH:15][CH2:16][C:17]([OH:19])=[O:18])=[O:14])[C:11](=[O:12])[N:6]([CH:1]2[CH2:5][CH2:4][CH2:3][CH2:2]2)[C:7]=1[OH:27])=[O:24])[CH2:29][CH2:30][CH3:31], predict the reactants needed to synthesize it. The reactants are: [CH:1]1([N:6]2[C:11](=[O:12])[C:10]([C:13]([NH:15][CH2:16][C:17]([O:19]CC)=[O:18])=[O:14])=[C:9]([OH:22])[C:8]([C:23](OC)=[O:24])=[C:7]2[OH:27])[CH2:5][CH2:4][CH2:3][CH2:2]1.[CH2:28]([NH2:32])[CH2:29][CH2:30][CH3:31].Cl. (3) Given the product [C:1]([O:5][C:6](=[O:21])[N:7]([CH2:8][CH2:9][O:10][C:11]1[C:16]([Cl:17])=[N:15][C:14]([Cl:18])=[N:13][C:12]=1[N:22]1[CH2:27][CH2:26][O:25][CH2:24][CH2:23]1)[CH3:20])([CH3:2])([CH3:3])[CH3:4], predict the reactants needed to synthesize it. The reactants are: [C:1]([O:5][C:6](=[O:21])[N:7]([CH3:20])[CH2:8][CH2:9][O:10][C:11]1[C:12](Cl)=[N:13][C:14]([Cl:18])=[N:15][C:16]=1[Cl:17])([CH3:4])([CH3:3])[CH3:2].[NH:22]1[CH2:27][CH2:26][O:25][CH2:24][CH2:23]1.C(N(CC)CC)C. (4) Given the product [C:7]([O:11][C:12](=[O:44])[CH2:13][C@H:14]([NH:21][S:22]([C:25]1[CH:30]=[CH:29][CH:28]=[CH:27][C:26]=1[O:31][CH2:32][CH2:33][C:34]1[C:43]2[C:38](=[CH:39][CH:40]=[CH:41][CH:42]=2)[CH:37]=[N:36][CH:35]=1)(=[O:24])=[O:23])[CH:15]=[O:16])([CH3:10])([CH3:8])[CH3:9], predict the reactants needed to synthesize it. The reactants are: [H-].[Al+3].[Li+].[H-].[H-].[H-].[C:7]([O:11][C:12](=[O:44])[CH2:13][C@H:14]([NH:21][S:22]([C:25]1[CH:30]=[CH:29][CH:28]=[CH:27][C:26]=1[O:31][CH2:32][CH2:33][C:34]1[C:43]2[C:38](=[CH:39][CH:40]=[CH:41][CH:42]=2)[CH:37]=[N:36][CH:35]=1)(=[O:24])=[O:23])[C:15](N(OC)C)=[O:16])([CH3:10])([CH3:9])[CH3:8].C1COCC1.C(OCC)C. (5) Given the product [CH3:18][C:19]([S@:22]([NH:24][CH:15]([C:4]1[CH:5]=[N:6][C:7]([O:8][CH2:9][CH2:10][C:11]([F:14])([F:13])[F:12])=[C:2]([CH3:1])[CH:3]=1)[CH3:16])=[O:23])([CH3:21])[CH3:20], predict the reactants needed to synthesize it. The reactants are: [CH3:1][C:2]1[CH:3]=[C:4]([C:15](=O)[CH3:16])[CH:5]=[N:6][C:7]=1[O:8][CH2:9][CH2:10][C:11]([F:14])([F:13])[F:12].[CH3:18][C:19]([S@:22]([NH2:24])=[O:23])([CH3:21])[CH3:20].